Dataset: Full USPTO retrosynthesis dataset with 1.9M reactions from patents (1976-2016). Task: Predict the reactants needed to synthesize the given product. (1) Given the product [C:13]([O:12][C@@H:11]1[C@@H:16]([O:17][C:18](=[O:20])[CH3:19])[C@@H:21]([O:22][C:23](=[O:25])[CH3:24])[C@@H:26]([CH2:28][O:29][C:30](=[O:32])[CH3:31])[O:27][C@@H:10]1[Br:1])(=[O:15])[CH3:14], predict the reactants needed to synthesize it. The reactants are: [BrH:1].CC(O)=O.C(O[C@@H:10]1[O:27][C@H:26]([CH2:28][O:29][C:30](=[O:32])[CH3:31])[C@H:21]([O:22][C:23](=[O:25])[CH3:24])[C@H:16]([O:17][C:18](=[O:20])[CH3:19])[C@H:11]1[O:12][C:13](=[O:15])[CH3:14])(=O)C. (2) Given the product [C:1]([O:5][C:6]([N:8]1[CH2:9][CH2:10][CH:11]([O:14][C:15]2[CH:20]=[CH:19][C:18]([NH2:21])=[CH:17][C:16]=2[O:24][CH3:25])[CH2:12][CH2:13]1)=[O:7])([CH3:4])([CH3:3])[CH3:2], predict the reactants needed to synthesize it. The reactants are: [C:1]([O:5][C:6]([N:8]1[CH2:13][CH2:12][CH:11]([O:14][C:15]2[CH:20]=[CH:19][C:18]([N+:21]([O-])=O)=[CH:17][C:16]=2[O:24][CH3:25])[CH2:10][CH2:9]1)=[O:7])([CH3:4])([CH3:3])[CH3:2]. (3) Given the product [CH2:1]([C:3]1([CH2:7][O:8][S:16]([C:13]2[CH:14]=[CH:15][C:10]([CH3:9])=[CH:11][CH:12]=2)(=[O:18])=[O:17])[CH2:6][O:5][CH2:4]1)[CH3:2], predict the reactants needed to synthesize it. The reactants are: [CH2:1]([C:3]1([CH2:7][OH:8])[CH2:6][O:5][CH2:4]1)[CH3:2].[CH3:9][C:10]1[CH:15]=[CH:14][C:13]([S:16](Cl)(=[O:18])=[O:17])=[CH:12][CH:11]=1. (4) Given the product [F:21][CH:22]([F:24])[O:13][C:6]1[CH:5]=[C:4]([CH:9]=[CH:8][C:7]=1[N+:10]([O-:12])=[O:11])[C:3]([O:2][CH3:1])=[O:14], predict the reactants needed to synthesize it. The reactants are: [CH3:1][O:2][C:3](=[O:14])[C:4]1[CH:9]=[CH:8][C:7]([N+:10]([O-:12])=[O:11])=[C:6]([OH:13])[CH:5]=1.C(=O)([O-])[O-].[Cs+].[Cs+].[F:21][CH:22]([F:24])I.